This data is from Reaction yield outcomes from USPTO patents with 853,638 reactions. The task is: Predict the reaction yield, written as a fraction of the theoretical maximum amount of product (1.0 means a 100% yield; for example, 0.34 means a 34% yield). (1) The reactants are [F:1][C:2]1[CH:7]=[CH:6][CH:5]=[C:4]([F:8])[C:3]=1[C:9]1[NH:13][CH:12]=[C:11]([C:14](OCC)=[O:15])[CH:10]=1.[H-].C([Al+]CC(C)C)C(C)C.O. The catalyst is O1CCCC1.C1(C)C=CC=CC=1.C(OCC)(=O)C.S([O-])([O-])(=O)=O.[Mg+2]. The product is [F:1][C:2]1[CH:7]=[CH:6][CH:5]=[C:4]([F:8])[C:3]=1[C:9]1[NH:13][CH:12]=[C:11]([CH2:14][OH:15])[CH:10]=1. The yield is 0.970. (2) The reactants are C([O:5][C:6]([C@H:8]1[CH2:12][CH2:11][CH2:10][N:9]1[C:13](=[O:42])[CH2:14][O:15][C:16]1[C:21]([Cl:22])=[C:20]([Cl:23])[C:19]([Cl:24])=[C:18]([Cl:25])[C:17]=1[O:26][CH2:27][C:28]([N:30]1[CH2:34][CH2:33][CH2:32][C@@H:31]1[C:35]([O:37]C(C)(C)C)=[O:36])=[O:29])=[O:7])(C)(C)C. The catalyst is FC(F)(F)C(O)=O. The product is [C:6]([C@H:8]1[CH2:12][CH2:11][CH2:10][N:9]1[C:13](=[O:42])[CH2:14][O:15][C:16]1[C:21]([Cl:22])=[C:20]([Cl:23])[C:19]([Cl:24])=[C:18]([Cl:25])[C:17]=1[O:26][CH2:27][C:28]([N:30]1[CH2:34][CH2:33][CH2:32][C@@H:31]1[C:35]([OH:37])=[O:36])=[O:29])([OH:7])=[O:5]. The yield is 0.940. (3) The reactants are Br[C:2]1[C:15]2[C:16]3=[C:17]4[C:12](=[CH:13][CH:14]=2)[CH:11]=[CH:10][C:9](Br)=[C:8]4[CH:7]=[CH:6][C:5]3=[CH:4][CH:3]=1.[CH3:19][C:20]1[CH:21]=[C:22]([NH:26][C:27]2[CH:32]=[CH:31][CH:30]=[C:29]([C:33]3([C:46]4[CH:51]=[CH:50][CH:49]=[CH:48][CH:47]=4)[C:45]4[CH:44]=[CH:43][CH:42]=[CH:41][C:40]=4[C:39]4[C:34]3=[CH:35][CH:36]=[CH:37][CH:38]=4)[CH:28]=2)[CH:23]=[CH:24][CH:25]=1.[CH3:52][C:53]([CH3:56])([O-])[CH3:54].[Na+].[C:67](P([C:67]([CH3:70])([CH3:69])[CH3:68])[C:67]([CH3:70])([CH3:69])[CH3:68])([CH3:70])([CH3:69])[CH3:68]. The catalyst is C1C=CC(/C=C/C(/C=C/C2C=CC=CC=2)=O)=CC=1.C1C=CC(/C=C/C(/C=C/C2C=CC=CC=2)=O)=CC=1.[Pd].C1(C)C=CC=CC=1.CCCCCC. The product is [CH3:19][C:20]1[CH:21]=[C:22]([N:26]([C:27]2[CH:32]=[CH:31][CH:30]=[C:29]([C:33]3([C:46]4[CH:51]=[CH:50][CH:49]=[CH:48][CH:47]=4)[C:45]4[CH:44]=[CH:43][CH:42]=[CH:41][C:40]=4[C:39]4[C:34]3=[CH:35][CH:36]=[CH:37][CH:38]=4)[CH:28]=2)[C:2]2[C:15]3=[C:16]4[C:17]5[C:12]([CH:13]=[CH:14]3)=[CH:11][CH:10]=[C:9]([N:26]([C:22]3[CH:21]=[CH:20][CH:69]=[C:67]([CH3:68])[CH:70]=3)[C:27]3[CH:28]=[CH:29][CH:54]=[C:53]([C:56]6([C:49]7[CH:48]=[CH:47][CH:46]=[CH:51][CH:50]=7)[C:41]7[CH:42]=[CH:43][CH:44]=[CH:45][C:40]=7[C:39]7[C:38]6=[CH:37][CH:36]=[CH:35][CH:34]=7)[CH:52]=3)[C:8]=5[CH:7]=[CH:6][C:5]4=[CH:4][CH:3]=2)[CH:23]=[CH:24][CH:25]=1. The yield is 0.670. (4) The reactants are [Cl:1][C:2]1[CH:28]=[CH:27][C:5]([O:6][C:7]2[CH:12]=[CH:11][C:10]([N:13]3[C@@H:17]([C:18]4[CH:23]=[CH:22][CH:21]=[C:20]([O:24]C)[CH:19]=4)[CH2:16][NH:15][C:14]3=[O:26])=[CH:9][CH:8]=2)=[CH:4][CH:3]=1.B(Br)(Br)Br.CO.O. The catalyst is C(Cl)Cl. The product is [Cl:1][C:2]1[CH:28]=[CH:27][C:5]([O:6][C:7]2[CH:8]=[CH:9][C:10]([N:13]3[C@@H:17]([C:18]4[CH:23]=[CH:22][CH:21]=[C:20]([OH:24])[CH:19]=4)[CH2:16][NH:15][C:14]3=[O:26])=[CH:11][CH:12]=2)=[CH:4][CH:3]=1. The yield is 0.880. (5) The reactants are [CH:1]1([C:9]([N:11]2[CH2:16][CH2:15][N:14]([CH:17]3[CH2:22][CH2:21][CH2:20][CH2:19][CH2:18]3)[CH2:13][CH2:12]2)=[O:10])[C:3]2([CH2:8][CH2:7][NH:6][CH2:5][CH2:4]2)[CH2:2]1.[C:23]1([CH2:29][CH:30]=O)[CH:28]=[CH:27][CH:26]=[CH:25][CH:24]=1.C(O[BH-](OC(=O)C)OC(=O)C)(=O)C.[Na+]. The catalyst is ClCCCl. The product is [CH:17]1([N:14]2[CH2:15][CH2:16][N:11]([C:9]([CH:1]3[C:3]4([CH2:8][CH2:7][N:6]([CH2:30][CH2:29][C:23]5[CH:28]=[CH:27][CH:26]=[CH:25][CH:24]=5)[CH2:5][CH2:4]4)[CH2:2]3)=[O:10])[CH2:12][CH2:13]2)[CH2:18][CH2:19][CH2:20][CH2:21][CH2:22]1. The yield is 0.630. (6) The product is [Cl:14][C:15]1[N:20]=[CH:19][C:18]([C:21]([C:23]2[CH:24]=[CH:25][C:26]([OH:29])=[CH:27][CH:28]=2)=[C:10]([C:8]2[CH:7]=[CH:6][C:5]3[O:1][CH2:2][CH2:3][C:4]=3[CH:9]=2)[CH2:11][CH3:12])=[CH:17][CH:16]=1. No catalyst specified. The reactants are [O:1]1[C:5]2[CH:6]=[CH:7][C:8]([C:10](=O)[CH2:11][CH3:12])=[CH:9][C:4]=2[CH2:3][CH2:2]1.[Cl:14][C:15]1[N:20]=[CH:19][C:18]([C:21]([C:23]2[CH:28]=[CH:27][C:26]([O:29]C3CCCCO3)=[CH:25][CH:24]=2)=O)=[CH:17][CH:16]=1. The yield is 0.370. (7) The reactants are [NH2:1][C:2]1[CH:7]=[C:6]([O:8][CH3:9])[C:5]([O:10][CH3:11])=[CH:4][C:3]=1[NH:12][C:13]([C:15]1[C:19]([N+:20]([O-:22])=[O:21])=[CH:18][NH:17][N:16]=1)=O. The catalyst is C(O)(=O)C. The product is [CH3:11][O:10][C:5]1[C:6]([O:8][CH3:9])=[CH:7][C:2]2[NH:1][C:13]([C:15]3[C:19]([N+:20]([O-:22])=[O:21])=[CH:18][NH:17][N:16]=3)=[N:12][C:3]=2[CH:4]=1. The yield is 0.940.